Dataset: Forward reaction prediction with 1.9M reactions from USPTO patents (1976-2016). Task: Predict the product of the given reaction. (1) Given the reactants [F:1][C:2]1[CH:3]=[C:4]([N:14]2[CH2:18][C@H:17]([CH2:19][NH:20][C:21](=[O:23])[CH3:22])[O:16][C:15]2=[O:24])[CH:5]=[CH:6][C:7]=1[N:8]1[CH2:12][CH2:11][CH:10]([OH:13])[CH2:9]1.C(N(CC)CC)C.[CH3:32][S:33](Cl)(=[O:35])=[O:34], predict the reaction product. The product is: [F:1][C:2]1[CH:3]=[C:4]([N:14]2[CH2:18][C@H:17]([CH2:19][NH:20][C:21](=[O:23])[CH3:22])[O:16][C:15]2=[O:24])[CH:5]=[CH:6][C:7]=1[N:8]1[CH2:12][CH2:11][CH:10]([O:13][S:33]([CH3:32])(=[O:35])=[O:34])[CH2:9]1. (2) Given the reactants C([O:3][C:4](=[O:47])[C:5]([CH3:46])([CH3:45])[CH2:6][C:7]1[N:8]([CH2:30][C:31]2[CH:36]=[CH:35][C:34]([C:37]3[CH:42]=[CH:41][C:40]([CH2:43][OH:44])=[CH:39][N:38]=3)=[CH:33][CH:32]=2)[C:9]2[C:14]([C:15]=1[S:16][C:17]([CH3:20])([CH3:19])[CH3:18])=[CH:13][C:12]([O:21][CH2:22][C:23]1[CH:28]=[CH:27][C:26]([CH3:29])=[CH:25][N:24]=1)=[CH:11][CH:10]=2)C.CO.[Li+].[OH-], predict the reaction product. The product is: [C:17]([S:16][C:15]1[C:14]2[C:9](=[CH:10][CH:11]=[C:12]([O:21][CH2:22][C:23]3[CH:28]=[CH:27][C:26]([CH3:29])=[CH:25][N:24]=3)[CH:13]=2)[N:8]([CH2:30][C:31]2[CH:36]=[CH:35][C:34]([C:37]3[CH:42]=[CH:41][C:40]([CH2:43][OH:44])=[CH:39][N:38]=3)=[CH:33][CH:32]=2)[C:7]=1[CH2:6][C:5]([CH3:46])([CH3:45])[C:4]([OH:47])=[O:3])([CH3:20])([CH3:18])[CH3:19]. (3) Given the reactants C(Cl)CCl.[F:5][C:6]1[CH:11]=[CH:10][C:9]([NH:12][C:13]2[C:14]3[C:21]([CH3:22])=[C:20]([C:23]([OH:25])=[O:24])[S:19][C:15]=3[N:16]=[CH:17][N:18]=2)=[C:8]([O:26][C@H:27]2[CH2:32][CH2:31][CH2:30][CH2:29][C@@H:28]2[O:33][CH3:34])[CH:7]=1.O[N:36]1[C:40](=[O:41])[CH2:39][CH2:38][C:37]1=[O:42], predict the reaction product. The product is: [O:42]=[C:37]1[CH2:38][CH2:39][C:40](=[O:41])[N:36]1[O:24][C:23]([C:20]1[S:19][C:15]2[N:16]=[CH:17][N:18]=[C:13]([NH:12][C:9]3[CH:10]=[CH:11][C:6]([F:5])=[CH:7][C:8]=3[O:26][C@H:27]3[CH2:32][CH2:31][CH2:30][CH2:29][C@@H:28]3[O:33][CH3:34])[C:14]=2[C:21]=1[CH3:22])=[O:25]. (4) Given the reactants [Br:1][C:2]1[CH:7]=[CH:6][C:5]([C:8]2[S:12][C:11]([C:13]([O:15]CC)=[O:14])=[N:10][C:9]=2[C:18]2[CH:23]=[CH:22][C:21]([Cl:24])=[CH:20][C:19]=2[Cl:25])=[CH:4][CH:3]=1.[OH-].[K+].Cl, predict the reaction product. The product is: [Br:1][C:2]1[CH:3]=[CH:4][C:5]([C:8]2[S:12][C:11]([C:13]([OH:15])=[O:14])=[N:10][C:9]=2[C:18]2[CH:23]=[CH:22][C:21]([Cl:24])=[CH:20][C:19]=2[Cl:25])=[CH:6][CH:7]=1. (5) The product is: [CH2:3]([O:7][C:8]1[CH:9]=[C:10]([CH2:31][CH2:32][C:33]([OH:35])=[O:34])[CH:11]=[CH:12][C:13]=1[CH2:14][CH2:15][CH2:16][C:17]1[CH:22]=[CH:21][C:20]([O:23][S:24]([CH2:27][CH3:28])(=[O:25])=[O:26])=[C:19]([O:29][CH3:30])[CH:18]=1)[CH2:4][CH2:5][CH3:6]. Given the reactants [OH-].[Li+].[CH2:3]([O:7][C:8]1[CH:9]=[C:10]([CH2:31][CH2:32][C:33]([O:35]C)=[O:34])[CH:11]=[CH:12][C:13]=1[CH2:14][CH2:15][CH2:16][C:17]1[CH:22]=[CH:21][C:20]([O:23][S:24]([CH2:27][CH3:28])(=[O:26])=[O:25])=[C:19]([O:29][CH3:30])[CH:18]=1)[CH2:4][CH2:5][CH3:6], predict the reaction product. (6) Given the reactants [Br:1][C:2]1[C:13]2[C:5](=[CH:6][C:7]([C:16]3[CH:21]=[CH:20][CH:19]=[CH:18][C:17]=3[Cl:22])=[C:8]3[C:12]=2[C:11](=[O:14])[NH:10][C:9]3=[O:15])[N:4]([CH2:23][CH2:24][O:25]C)[CH:3]=1.B(Br)(Br)Br.C(=O)(O)[O-].[Na+], predict the reaction product. The product is: [Br:1][C:2]1[C:13]2[C:5](=[CH:6][C:7]([C:16]3[CH:21]=[CH:20][CH:19]=[CH:18][C:17]=3[Cl:22])=[C:8]3[C:12]=2[C:11](=[O:14])[NH:10][C:9]3=[O:15])[N:4]([CH2:23][CH2:24][OH:25])[CH:3]=1. (7) Given the reactants [C:1]1([C:7]([C:15]2[CH:20]=[CH:19][CH:18]=[CH:17][CH:16]=2)([C:9]2[CH:14]=[CH:13][CH:12]=[CH:11][CH:10]=2)[SH:8])[CH:6]=[CH:5][CH:4]=[CH:3][CH:2]=1.Br[CH2:22][C:23]([O:25][CH2:26][CH3:27])=[O:24].C(N(C(C)C)CC)(C)C.CN(C)C=O, predict the reaction product. The product is: [C:7]([S:8][CH2:22][C:23]([O:25][CH2:26][CH3:27])=[O:24])([C:1]1[CH:2]=[CH:3][CH:4]=[CH:5][CH:6]=1)([C:9]1[CH:10]=[CH:11][CH:12]=[CH:13][CH:14]=1)[C:15]1[CH:16]=[CH:17][CH:18]=[CH:19][CH:20]=1.